Task: Predict the reaction yield, written as a fraction of the theoretical maximum amount of product (1.0 means a 100% yield; for example, 0.34 means a 34% yield).. Dataset: Reaction yield outcomes from USPTO patents with 853,638 reactions (1) The reactants are [CH3:1][S:2](Cl)(=[O:4])=[O:3].[N+:6]([C:9]1[CH:14]=[CH:13][C:12]([NH2:15])=[CH:11][CH:10]=1)([O-])=O. The catalyst is C(Cl)Cl.N1C=CC=CC=1. The product is [NH2:6][C:9]1[CH:14]=[CH:13][C:12]([NH:15][S:2]([CH3:1])(=[O:4])=[O:3])=[CH:11][CH:10]=1. The yield is 0.950. (2) The reactants are [CH3:1][O:2][C:3](=[O:27])[NH:4][CH:5]([C:9]([N:11]1[CH2:15][CH2:14][CH2:13][CH:12]1[CH2:16][NH:17][C:18](=[O:26])[C:19]1[CH:24]=[CH:23][C:22](Br)=[CH:21][CH:20]=1)=[O:10])[CH:6]([CH3:8])[CH3:7].[CH3:28][O:29][C:30](=[O:63])[NH:31][CH:32]([C:36]([N:38]1[CH2:42][CH2:41][CH2:40][CH:39]1[C:43]1[NH:44][C:45]([C:48]2[CH:53]=[CH:52][C:51](B3OC(C)(C)C(C)(C)O3)=[CH:50][CH:49]=2)=[CH:46][N:47]=1)=[O:37])[CH:33]([CH3:35])[CH3:34].[O-]P([O-])([O-])=O.[K+].[K+].[K+].N#N. The catalyst is COCCOC.C1C=CC([P]([Pd]([P](C2C=CC=CC=2)(C2C=CC=CC=2)C2C=CC=CC=2)([P](C2C=CC=CC=2)(C2C=CC=CC=2)C2C=CC=CC=2)[P](C2C=CC=CC=2)(C2C=CC=CC=2)C2C=CC=CC=2)(C2C=CC=CC=2)C2C=CC=CC=2)=CC=1. The product is [CH3:1][O:2][C:3](=[O:27])[NH:4][CH:5]([C:9]([N:11]1[CH2:15][CH2:14][CH2:13][CH:12]1[CH2:16][NH:17][C:18]([C:19]1[CH:24]=[CH:23][C:22]([C:51]2[CH:52]=[CH:53][C:48]([C:45]3[NH:44][C:43]([CH:39]4[CH2:40][CH2:41][CH2:42][N:38]4[C:36](=[O:37])[CH:32]([NH:31][C:30]([O:29][CH3:28])=[O:63])[CH:33]([CH3:35])[CH3:34])=[N:47][CH:46]=3)=[CH:49][CH:50]=2)=[CH:21][CH:20]=1)=[O:26])=[O:10])[CH:6]([CH3:8])[CH3:7]. The yield is 0.150. (3) The reactants are [C:1]([O:5][C:6](=[O:21])[CH2:7][O:8][C:9]1[C:14]2[CH2:15][CH2:16][CH2:17][CH2:18][CH:19]([NH2:20])[C:13]=2[CH:12]=[CH:11][CH:10]=1)([CH3:4])([CH3:3])[CH3:2].[CH3:22][S:23]([C:26]1[CH:27]=[C:28]([S:32](Cl)(=[O:34])=[O:33])[CH:29]=[CH:30][CH:31]=1)(=[O:25])=[O:24].C(N(C(C)C)CC)(C)C. The catalyst is C(Cl)Cl. The product is [C:1]([O:5][C:6](=[O:21])[CH2:7][O:8][C:9]1[C:14]2[CH2:15][CH2:16][CH2:17][CH2:18][CH:19]([NH:20][S:32]([C:28]3[CH:29]=[CH:30][CH:31]=[C:26]([S:23]([CH3:22])(=[O:25])=[O:24])[CH:27]=3)(=[O:34])=[O:33])[C:13]=2[CH:12]=[CH:11][CH:10]=1)([CH3:4])([CH3:2])[CH3:3]. The yield is 0.420. (4) The reactants are [CH3:1][O:2][C:3]([C:5]1[C:6]([NH:17][C:18]2[CH:23]=[CH:22][C:21]([Br:24])=[CH:20][C:19]=2[Cl:25])=[C:7]([Cl:16])[C:8]2[N:9]([C:11]([CH:14]=O)=[CH:12][N:13]=2)[CH:10]=1)=[O:4].C(O)(=O)C.[CH3:30][NH2:31].C(O[BH-](OC(=O)C)OC(=O)C)(=O)C.[Na+]. No catalyst specified. The product is [CH3:1][O:2][C:3]([C:5]1[C:6]([NH:17][C:18]2[CH:23]=[CH:22][C:21]([Br:24])=[CH:20][C:19]=2[Cl:25])=[C:7]([Cl:16])[C:8]2[N:9]([C:11]([CH2:14][NH:31][CH3:30])=[CH:12][N:13]=2)[CH:10]=1)=[O:4]. The yield is 0.460. (5) The product is [Br:7][C:5]1[N:6]=[C:2]([C:16]2[CH:17]=[CH:18][N:19]=[C:14]([Cl:13])[N:15]=2)[S:3][CH:4]=1. The catalyst is C(OCC)C.C1COCC1. The reactants are Br[C:2]1[S:3][CH:4]=[C:5]([Br:7])[N:6]=1.C([Li])CCC.[Cl:13][C:14]1[N:19]=[CH:18][CH:17]=[CH:16][N:15]=1.O.C(C1C(=O)C(Cl)=C(Cl)C(=O)C=1C#N)#N.[OH-].[Na+]. The yield is 0.471. (6) The reactants are [H-].[Na+].[NH:3]1[CH2:8][CH2:7][CH:6]([OH:9])[CH2:5][CH2:4]1.Br[C:11]1[CH:16]=[CH:15][C:14]([Br:17])=[CH:13][N:12]=1. The catalyst is CS(C)=O. The product is [Br:17][C:14]1[CH:15]=[CH:16][C:11]([O:9][CH:6]2[CH2:7][CH2:8][NH:3][CH2:4][CH2:5]2)=[N:12][CH:13]=1. The yield is 0.580. (7) The reactants are [H-].[Na+].[Br:3][C:4]1[CH:9]=[CH:8][C:7]([CH3:10])=[CH:6][C:5]=1[C:11]([OH:16])([CH2:14][F:15])[CH2:12][F:13].[CH2:17](Cl)[O:18][CH2:19][CH2:20]OC.CC(=O)OCC. The catalyst is C1COCC1.O. The product is [Br:3][C:4]1[CH:9]=[CH:8][C:7]([CH3:10])=[CH:6][C:5]=1[C:11]([O:16][CH2:17][O:18][CH2:19][CH3:20])([CH2:12][F:13])[CH2:14][F:15]. The yield is 0.680. (8) The reactants are [O:1]1[CH:5]=[CH:4][CH:3]=[C:2]1[C:6]([NH:8][C:9]1[CH:10]=[C:11]([CH:15]=[CH:16][C:17]=1[N:18]1[CH2:23][CH2:22][N:21]([C:24]2[CH:29]=[CH:28][CH:27]=[CH:26][C:25]=2[CH3:30])[CH2:20][CH2:19]1)[C:12](O)=[O:13])=[O:7].C(N(CC)CC)C.[C:38]1([CH2:44][CH2:45][CH2:46][NH2:47])[CH:43]=[CH:42][CH:41]=[CH:40][CH:39]=1. The catalyst is C(Cl)Cl. The product is [C:38]1([CH2:44][CH2:45][CH2:46][NH:47][C:12]([C:11]2[CH:15]=[CH:16][C:17]([N:18]3[CH2:23][CH2:22][N:21]([C:24]4[CH:29]=[CH:28][CH:27]=[CH:26][C:25]=4[CH3:30])[CH2:20][CH2:19]3)=[C:9]([NH:8][C:6]([C:2]3[O:1][CH:5]=[CH:4][CH:3]=3)=[O:7])[CH:10]=2)=[O:13])[CH:43]=[CH:42][CH:41]=[CH:40][CH:39]=1. The yield is 0.679.